Regression. Given a peptide amino acid sequence and an MHC pseudo amino acid sequence, predict their binding affinity value. This is MHC class I binding data. From a dataset of Peptide-MHC class I binding affinity with 185,985 pairs from IEDB/IMGT. (1) The binding affinity (normalized) is 0. The MHC is HLA-B07:02 with pseudo-sequence HLA-B07:02. The peptide sequence is RLHPLARTA. (2) The binding affinity (normalized) is 0.308. The peptide sequence is GEPKMTKAL. The MHC is HLA-B40:01 with pseudo-sequence HLA-B40:01. (3) The peptide sequence is TEPAAVGVGAV. The MHC is Mamu-A11 with pseudo-sequence Mamu-A11. The binding affinity (normalized) is 0.164. (4) The peptide sequence is HLPELIWRS. The MHC is HLA-B08:02 with pseudo-sequence HLA-B08:02. The binding affinity (normalized) is 0.0847. (5) The peptide sequence is RRLTVCGGIMF. The MHC is HLA-A30:01 with pseudo-sequence HLA-A30:01. The binding affinity (normalized) is 0.213. (6) The peptide sequence is IYVLVMLVL. The MHC is HLA-A02:03 with pseudo-sequence HLA-A02:03. The binding affinity (normalized) is 0.101.